Dataset: Forward reaction prediction with 1.9M reactions from USPTO patents (1976-2016). Task: Predict the product of the given reaction. Given the reactants N1CCC2(C=CC3C=CC=CC=3O2)CC1.[OH:16][C:17]1[CH:22]=[CH:21][CH:20]=[CH:19][C:18]=1[C:23](=[O:25])[CH3:24].[C:26]([N:33]1[CH2:38][CH2:37][C:36](=O)[CH2:35][CH2:34]1)([O:28][C:29]([CH3:32])([CH3:31])[CH3:30])=[O:27].N1CCCC1, predict the reaction product. The product is: [C:26]([N:33]1[CH2:34][CH2:35][C:36]2([CH2:24][C:23](=[O:25])[C:18]3[CH:19]=[CH:20][CH:21]=[CH:22][C:17]=3[O:16]2)[CH2:37][CH2:38]1)([O:28][C:29]([CH3:32])([CH3:31])[CH3:30])=[O:27].